From a dataset of Reaction yield outcomes from USPTO patents with 853,638 reactions. Predict the reaction yield, written as a fraction of the theoretical maximum amount of product (1.0 means a 100% yield; for example, 0.34 means a 34% yield). The reactants are C(OP([CH2:9][C:10]([O:12][CH2:13][CH3:14])=[O:11])(OCC)=O)C.CC(C)([O-])C.[K+].[F:21][C:22]1[CH:27]=[CH:26][C:25]([C:28]2([CH:34]=O)[CH2:33][CH2:32][CH2:31][CH2:30][CH2:29]2)=[CH:24][CH:23]=1. The catalyst is C1COCC1. The product is [F:21][C:22]1[CH:27]=[CH:26][C:25]([C:28]2(/[CH:34]=[CH:9]/[C:10]([O:12][CH2:13][CH3:14])=[O:11])[CH2:33][CH2:32][CH2:31][CH2:30][CH2:29]2)=[CH:24][CH:23]=1. The yield is 0.920.